Dataset: Cav3 T-type calcium channel HTS with 100,875 compounds. Task: Binary Classification. Given a drug SMILES string, predict its activity (active/inactive) in a high-throughput screening assay against a specified biological target. (1) The drug is Fc1c(N2CCN(CC3N=c4n(C3)c(=O)[nH]c3c4cccc3)CC2)cccc1. The result is 0 (inactive). (2) The molecule is O=C(N1CCCC1)N(CCc1cc(OC)c(OC)cc1)Cc1cc2c([nH]c1=O)c(ccc2)C. The result is 0 (inactive). (3) The molecule is S(CC(=O)N(CC(C)C)c1c(n(CC(C)C)c(=O)[nH]c1=O)N)c1n2c(nn1)cccc2. The result is 0 (inactive). (4) The drug is S(=O)(=O)(N1CCN(C2CCCCC2)CC1)c1cc2[nH]c(=O)c(=O)[nH]c2cc1. The result is 0 (inactive). (5) The molecule is O=C(N\N=C(\CC(=O)NCc1occc1)C)C(c1ccccc1)c1ccccc1. The result is 0 (inactive). (6) The drug is O(CC1C2N(CCC1)CCCC2)C(=O)NC(=O)c1ccccc1. The result is 0 (inactive). (7) The compound is O1CCN(CCCN(C(=O)NC2CCCCC2)Cc2cc3c([nH]c2=O)cc(c(c3)C)C)CC1. The result is 0 (inactive). (8) The drug is O1c2c(C(CCN3CCCCC3)c3ccc(N(C)C)cc3)c(OC)cc(OC)c2C(CC1=O)c1ccc(OC)cc1. The result is 0 (inactive). (9) The compound is Clc1ccc(COc2ccc(cc2)/C=N\n2c(n[nH]c2=S)C)cc1. The result is 0 (inactive).